This data is from Forward reaction prediction with 1.9M reactions from USPTO patents (1976-2016). The task is: Predict the product of the given reaction. (1) Given the reactants [CH2:1]([O:3][C:4](=[O:18])[CH2:5][CH:6]1[O:10][B:9]([OH:11])[C:8]2[CH:12]=[C:13]([OH:17])[CH:14]=[C:15]([CH3:16])[C:7]1=2)[CH3:2].C(=O)([O-])[O-].[Cs+].[Cs+].[Cl:25][C:26]1[N:31]=[C:30](Cl)[CH:29]=[CH:28][N:27]=1, predict the reaction product. The product is: [CH2:1]([O:3][C:4](=[O:18])[CH2:5][CH:6]1[O:10][B:9]([OH:11])[C:8]2[CH:12]=[C:13]([O:17][C:28]3[CH:29]=[CH:30][N:31]=[C:26]([Cl:25])[N:27]=3)[CH:14]=[C:15]([CH3:16])[C:7]1=2)[CH3:2]. (2) Given the reactants [CH2:1]([NH:3][C:4]([NH:6][C:7]1[S:8][C:9]2[C:15]([C:16]3[N:20]=[C:19]([CH3:21])[O:18][N:17]=3)=[CH:14][C:13]([C:22]3[CH:23]=[N:24][C:25]([N:28]4[CH2:33][CH2:32][C:31]([CH3:39])([C:34]([O:36]CC)=[O:35])[CH2:30][CH2:29]4)=[N:26][CH:27]=3)=[CH:12][C:10]=2[N:11]=1)=[O:5])[CH3:2].[OH-].[Na+].Cl, predict the reaction product. The product is: [CH2:1]([NH:3][C:4]([NH:6][C:7]1[S:8][C:9]2[C:15]([C:16]3[N:20]=[C:19]([CH3:21])[O:18][N:17]=3)=[CH:14][C:13]([C:22]3[CH:27]=[N:26][C:25]([N:28]4[CH2:29][CH2:30][C:31]([CH3:39])([C:34]([OH:36])=[O:35])[CH2:32][CH2:33]4)=[N:24][CH:23]=3)=[CH:12][C:10]=2[N:11]=1)=[O:5])[CH3:2]. (3) Given the reactants [Cl:1][C:2]1[N:10]=[CH:9][N:8]=[C:7]2[C:3]=1[N:4]=[CH:5][N:6]2[C@H:11]1[CH2:15][C@H:14]([OH:16])[C@@H:13]([CH2:17][OH:18])[CH2:12]1.[Si:19](Cl)([C:22]([CH3:25])([CH3:24])[CH3:23])([CH3:21])[CH3:20].N1C=CN=C1, predict the reaction product. The product is: [Si:19]([O:18][CH2:17][C@H:13]1[CH2:12][C@@H:11]([N:6]2[CH:5]=[N:4][C:3]3[C:7]2=[N:8][CH:9]=[N:10][C:2]=3[Cl:1])[CH2:15][C@@H:14]1[OH:16])([C:22]([CH3:25])([CH3:24])[CH3:23])([CH3:21])[CH3:20]. (4) The product is: [Cl:15][C:16]1[N:21]=[C:20]([Cl:22])[C:19]([CH2:23][NH:6][C:5]2[CH:7]=[CH:8][C:9]([C:10]3[O:14][CH:13]=[N:12][CH:11]=3)=[C:3]([O:2][CH3:1])[CH:4]=2)=[C:18]([Cl:25])[N:17]=1. Given the reactants [CH3:1][O:2][C:3]1[CH:4]=[C:5]([CH:7]=[CH:8][C:9]=1[C:10]1[O:14][CH:13]=[N:12][CH:11]=1)[NH2:6].[Cl:15][C:16]1[N:21]=[C:20]([Cl:22])[C:19]([CH:23]=O)=[C:18]([Cl:25])[N:17]=1, predict the reaction product. (5) Given the reactants [OH:1][C:2]1[C:3]([N+:13]([O-:15])=[O:14])=[C:4]([CH:8]=[CH:9][C:10]=1[O:11][CH3:12])[C:5]([OH:7])=O.[Cl:16][C:17]1[N:26]=[C:25]([CH3:27])[C:24]([Cl:28])=[C:23]([CH3:29])[C:18]=1/[C:19](=[N:21]/O)/[NH2:20], predict the reaction product. The product is: [Cl:16][C:17]1[C:18]([C:19]2[N:20]=[C:5]([C:4]3[C:3]([N+:13]([O-:15])=[O:14])=[C:2]([OH:1])[C:10]([O:11][CH3:12])=[CH:9][CH:8]=3)[O:7][N:21]=2)=[C:23]([CH3:29])[C:24]([Cl:28])=[C:25]([CH3:27])[N:26]=1. (6) Given the reactants [Cl:1][C:2]1[CH:3]=[CH:4][C:5]([CH2:9][CH3:10])=[C:6]([CH:8]=1)[NH2:7].CO[CH:13]1[CH2:17][CH2:16][CH:15](OC)O1, predict the reaction product. The product is: [Cl:1][C:2]1[CH:3]=[CH:4][C:5]([CH2:9][CH3:10])=[C:6]([N:7]2[CH:13]=[CH:17][CH:16]=[CH:15]2)[CH:8]=1. (7) Given the reactants [NH:1]([C:3]1[CH:8]=[CH:7][C:6]([N+:9]([O-:11])=[O:10])=[CH:5][N:4]=1)[NH2:2].[C:12](OC)(OC)(OC)[CH3:13], predict the reaction product. The product is: [CH3:12][C:13]1[N:4]2[CH:5]=[C:6]([N+:9]([O-:11])=[O:10])[CH:7]=[CH:8][C:3]2=[N:1][N:2]=1.